Dataset: Reaction yield outcomes from USPTO patents with 853,638 reactions. Task: Predict the reaction yield, written as a fraction of the theoretical maximum amount of product (1.0 means a 100% yield; for example, 0.34 means a 34% yield). (1) The reactants are [N:1]1[N:5]2[C:9](=[O:10])[C:4]3[N:5]([N:1]=[CH:2][CH:3]=3)[C:9](=[O:10])[C:4]2=[CH:3][CH:2]=1.[Cl:15][C:16]1[CH:22]=[CH:21][C:20]([Cl:23])=[CH:19][C:17]=1[NH2:18]. No catalyst specified. The product is [Cl:15][C:16]1[CH:22]=[CH:21][C:20]([Cl:23])=[CH:19][C:17]=1[NH:18][C:9]([C:4]1[CH:3]=[CH:2][NH:1][N:5]=1)=[O:10]. The yield is 0.0900. (2) The reactants are [CH2:1]([O:8][C:9](=[O:35])[NH:10][C:11]1[CH:16]=[CH:15][C:14]([O:17][C:18]2[CH:23]=[CH:22][C:21]([CH2:24][CH3:25])=[CH:20][C:19]=2[O:26][CH2:27][C:28]2[CH:33]=[CH:32][CH:31]=[CH:30][CH:29]=2)=[C:13]([F:34])[CH:12]=1)[C:2]1C=CC=CC=1.C([Li])CCC.C1OC1. The catalyst is O1CCCC1. The product is [CH2:27]([O:26][C:19]1[CH:20]=[C:21]([CH2:24][CH3:25])[CH:22]=[CH:23][C:18]=1[O:17][C:14]1[CH:15]=[CH:16][C:11]([N:10]2[CH2:2][CH2:1][O:8][C:9]2=[O:35])=[CH:12][C:13]=1[F:34])[C:28]1[CH:29]=[CH:30][CH:31]=[CH:32][CH:33]=1. The yield is 0.810. (3) The reactants are [F:1][C:2]1[CH:7]=[CH:6][C:5]([C:8]2[O:9][C:10]([C:13]3[C:14]([C:19]4[CH:24]=[CH:23][CH:22]=[CH:21][CH:20]=4)=[N:15][O:16][C:17]=3[CH3:18])=[N:11][N:12]=2)=[C:4]([O:25][CH3:26])[CH:3]=1.[CH3:27][Si](C)(C)N[Si](C)(C)C.[K].IC.[Cl-].[NH4+]. The catalyst is CN(C=O)C. The product is [CH2:18]([C:17]1[O:16][N:15]=[C:14]([C:19]2[CH:24]=[CH:23][CH:22]=[CH:21][CH:20]=2)[C:13]=1[C:10]1[O:9][C:8]([C:5]2[CH:6]=[CH:7][C:2]([F:1])=[CH:3][C:4]=2[O:25][CH3:26])=[N:12][N:11]=1)[CH3:27]. The yield is 0.0100. (4) The reactants are [CH3:1][O:2][C:3]([CH:5]1[C:11](=O)[CH2:10][CH:9]([C:13]([O:15][CH3:16])=[O:14])[C:7](=O)[CH2:6]1)=[O:4].[CH3:17][O:18][C:19]1[CH:25]=[CH:24][C:22]([NH2:23])=[CH:21][CH:20]=1.Cl. The catalyst is CO. The product is [CH3:17][O:18][C:19]1[CH:25]=[CH:24][C:22]([NH:23][C:7]2[CH2:6][C:5]([C:3]([O:2][CH3:1])=[O:4])=[C:11]([NH:23][C:22]3[CH:24]=[CH:25][C:19]([O:18][CH3:17])=[CH:20][CH:21]=3)[CH2:10][C:9]=2[C:13]([O:15][CH3:16])=[O:14])=[CH:21][CH:20]=1. The yield is 0.970. (5) The reactants are [Cl:1][C:2]1[CH:3]=[C:4]([NH:9][C:10]2[C:19]3[C:14](=[CH:15][C:16]([O:22][CH2:23][C:24]4[S:25][C:26]5[CH2:27][NH:28][CH2:29][CH2:30][C:31]=5[N:32]=4)=[C:17]([O:20][CH3:21])[CH:18]=3)[N:13]=[CH:12][N:11]=2)[CH:5]=[CH:6][C:7]=1[Cl:8].[CH:33](=O)[CH3:34].[BH3-]C#N.[Na+].CO.C(OCC)(=O)C. The catalyst is C1COCC1.CO. The product is [ClH:1].[Cl:1][C:2]1[CH:3]=[C:4]([NH:9][C:10]2[C:19]3[C:14](=[CH:15][C:16]([O:22][CH2:23][C:24]4[S:25][C:26]5[CH2:27][N:28]([CH2:33][CH3:34])[CH2:29][CH2:30][C:31]=5[N:32]=4)=[C:17]([O:20][CH3:21])[CH:18]=3)[N:13]=[CH:12][N:11]=2)[CH:5]=[CH:6][C:7]=1[Cl:8]. The yield is 0.120. (6) The product is [C:1]([O:5][C:6](=[O:36])[NH:7][C:8]1([C:12]2[CH:17]=[CH:16][C:15]([C:18]3[C:27](=[O:28])[C:26]4[C:21](=[CH:22][CH:23]=[C:24]([C:38]#[N:40])[CH:25]=4)[O:20][C:19]=3[C:30]3[CH:35]=[CH:34][CH:33]=[CH:32][CH:31]=3)=[CH:14][CH:13]=2)[CH2:11][CH2:10][CH2:9]1)([CH3:4])([CH3:3])[CH3:2]. The reactants are [C:1]([O:5][C:6](=[O:36])[NH:7][C:8]1([C:12]2[CH:17]=[CH:16][C:15]([C:18]3[C:27](=[O:28])[C:26]4[C:21](=[CH:22][CH:23]=[C:24](Br)[CH:25]=4)[O:20][C:19]=3[C:30]3[CH:35]=[CH:34][CH:33]=[CH:32][CH:31]=3)=[CH:14][CH:13]=2)[CH2:11][CH2:10][CH2:9]1)([CH3:4])([CH3:3])[CH3:2].C[C:38]([N:40](C)C)=O. The catalyst is [C-]#N.[Zn+2].[C-]#N. The yield is 0.540. (7) The reactants are N1C2C=CC=CC=2C=NC=C1.O[CH:13]1[N:19]=[C:18]([C:20]2[CH:25]=[CH:24][CH:23]=[CH:22][CH:21]=2)[C:17]2[CH:26]=[CH:27][CH:28]=[CH:29][C:16]=2[NH:15][C:14]1=[O:30]. The catalyst is CC(O)=O. The product is [C:20]1([C:18]2[C:17]3[C:16](=[CH:29][CH:28]=[CH:27][CH:26]=3)[N:15]=[C:13]([CH:14]=[O:30])[N:19]=2)[CH:25]=[CH:24][CH:23]=[CH:22][CH:21]=1. The yield is 0.350. (8) The reactants are Br[C:2]1[CH:3]=[C:4]([CH2:15][C:16]([O-:18])=[O:17])[CH:5]=[C:6]([Cl:14])[C:7]=1[O:8][CH2:9][C:10]([F:13])([F:12])[F:11].[F:19][C:20]([F:31])([F:30])[C:21]1[CH:26]=[CH:25][C:24](B(O)O)=[CH:23][CH:22]=1.[F-].[Cs+].CO[CH2:36][CH2:37]OC. The catalyst is C1C=CC([P]([Pd]([P](C2C=CC=CC=2)(C2C=CC=CC=2)C2C=CC=CC=2)([P](C2C=CC=CC=2)(C2C=CC=CC=2)C2C=CC=CC=2)[P](C2C=CC=CC=2)(C2C=CC=CC=2)C2C=CC=CC=2)(C2C=CC=CC=2)C2C=CC=CC=2)=CC=1. The product is [Cl:14][C:6]1[CH:5]=[C:4]([CH2:15][C:16]([O:18][CH2:36][CH3:37])=[O:17])[CH:3]=[C:2]([C:24]2[CH:25]=[CH:26][C:21]([C:20]([F:31])([F:30])[F:19])=[CH:22][CH:23]=2)[C:7]=1[O:8][CH2:9][C:10]([F:13])([F:12])[F:11]. The yield is 0.736. (9) The reactants are [NH2:1][C:2]1[N:11]=[C:10](O)[C:9]2[CH2:8][CH2:7][CH2:6][CH2:5][C:4]=2[N:3]=1.P(Br)(Br)([Br:15])=O. The catalyst is C1(C)C=CC=CC=1. The product is [Br:15][C:10]1[C:9]2[CH2:8][CH2:7][CH2:6][CH2:5][C:4]=2[N:3]=[C:2]([NH2:1])[N:11]=1. The yield is 0.750. (10) The reactants are [CH2:1]1[C:9]2[C:4](=[CH:5][CH:6]=[CH:7][CH:8]=2)[CH2:3][CH:2]1[NH:10][C:11]1[N:12]=[CH:13][C:14]2[CH2:20][N:19]([C:21]([C:23]3[CH:28]=[CH:27][C:26]([C:29]#[C:30][Si](C)(C)C)=[CH:25][N:24]=3)=[O:22])[CH2:18][CH2:17][C:15]=2[N:16]=1. The catalyst is O1CCCC1. The product is [C:29]([C:26]1[CH:27]=[CH:28][C:23]([C:21]([N:19]2[CH2:18][CH2:17][C:15]3[N:16]=[C:11]([NH:10][CH:2]4[CH2:1][C:9]5[C:4](=[CH:5][CH:6]=[CH:7][CH:8]=5)[CH2:3]4)[N:12]=[CH:13][C:14]=3[CH2:20]2)=[O:22])=[N:24][CH:25]=1)#[CH:30]. The yield is 0.710.